Predict which catalyst facilitates the given reaction. From a dataset of Catalyst prediction with 721,799 reactions and 888 catalyst types from USPTO. (1) Reactant: CN(C(ON1N=NC2C=CC=NC1=2)=[N+](C)C)C.F[P-](F)(F)(F)(F)F.[NH2:25][C:26]1[C:27]([C:36]([OH:38])=O)=[CH:28][C:29]2[C:34]([CH:35]=1)=[CH:33][CH:32]=[CH:31][CH:30]=2.[CH3:39][C:40]([CH3:51])([CH3:50])[CH2:41][O:42][CH2:43][C@@H:44]([C:46]([O:48][CH3:49])=[O:47])[NH2:45].C(N(C(C)C)CC)(C)C. Product: [NH2:25][C:26]1[C:27]([C:36]([NH:45][C@H:44]([C:46]([O:48][CH3:49])=[O:47])[CH2:43][O:42][CH2:41][C:40]([CH3:50])([CH3:51])[CH3:39])=[O:38])=[CH:28][C:29]2[C:34]([CH:35]=1)=[CH:33][CH:32]=[CH:31][CH:30]=2. The catalyst class is: 3. (2) Reactant: [CH2:1]([OH:8])[C:2]1[CH:7]=[CH:6][CH:5]=[CH:4][CH:3]=1.CC(C)([O-])C.[K+].[Br:15][C:16]1[C:21]([Cl:22])=[CH:20][CH:19]=[C:18](F)[N:17]=1. Product: [CH2:1]([O:8][C:18]1[N:17]=[C:16]([Br:15])[C:21]([Cl:22])=[CH:20][CH:19]=1)[C:2]1[CH:7]=[CH:6][CH:5]=[CH:4][CH:3]=1. The catalyst class is: 355.